Regression. Given two drug SMILES strings and cell line genomic features, predict the synergy score measuring deviation from expected non-interaction effect. From a dataset of NCI-60 drug combinations with 297,098 pairs across 59 cell lines. (1) Drug 1: CC12CCC(CC1=CCC3C2CCC4(C3CC=C4C5=CN=CC=C5)C)O. Drug 2: CC1=C(C=C(C=C1)NC2=NC=CC(=N2)N(C)C3=CC4=NN(C(=C4C=C3)C)C)S(=O)(=O)N.Cl. Cell line: NCIH23. Synergy scores: CSS=6.69, Synergy_ZIP=0.478, Synergy_Bliss=4.97, Synergy_Loewe=2.04, Synergy_HSA=3.88. (2) Drug 1: C#CCC(CC1=CN=C2C(=N1)C(=NC(=N2)N)N)C3=CC=C(C=C3)C(=O)NC(CCC(=O)O)C(=O)O. Drug 2: COC1=C2C(=CC3=C1OC=C3)C=CC(=O)O2. Cell line: IGROV1. Synergy scores: CSS=-2.13, Synergy_ZIP=1.33, Synergy_Bliss=-0.0896, Synergy_Loewe=-0.762, Synergy_HSA=-3.05. (3) Drug 1: CN(CC1=CN=C2C(=N1)C(=NC(=N2)N)N)C3=CC=C(C=C3)C(=O)NC(CCC(=O)O)C(=O)O. Drug 2: CC1=C(C=C(C=C1)NC(=O)C2=CC=C(C=C2)CN3CCN(CC3)C)NC4=NC=CC(=N4)C5=CN=CC=C5. Cell line: KM12. Synergy scores: CSS=16.2, Synergy_ZIP=19.3, Synergy_Bliss=16.9, Synergy_Loewe=14.9, Synergy_HSA=16.0. (4) Drug 1: CC1=CC=C(C=C1)C2=CC(=NN2C3=CC=C(C=C3)S(=O)(=O)N)C(F)(F)F. Drug 2: CC(C)NC(=O)C1=CC=C(C=C1)CNNC.Cl. Cell line: SW-620. Synergy scores: CSS=-2.77, Synergy_ZIP=0.0447, Synergy_Bliss=-1.20, Synergy_Loewe=-3.41, Synergy_HSA=-3.22.